From a dataset of Forward reaction prediction with 1.9M reactions from USPTO patents (1976-2016). Predict the product of the given reaction. (1) Given the reactants [CH3:1][O:2][C:3](=[O:13])[C:4]1[CH:9]=[CH:8][C:7]([NH2:10])=[CH:6][C:5]=1[O:11][CH3:12].[C:14](N1C=CN=C1)([N:16]1[CH:20]=[CH:19][N:18]=[CH:17]1)=[O:15], predict the reaction product. The product is: [CH3:1][O:2][C:3](=[O:13])[C:4]1[CH:9]=[CH:8][C:7]([NH:10][C:14]([N:16]2[CH:20]=[CH:19][N:18]=[CH:17]2)=[O:15])=[CH:6][C:5]=1[O:11][CH3:12]. (2) The product is: [CH2:11]([O:13][CH:14]1[C:1]2([CH2:7][CH2:6][CH2:5][CH2:4][CH2:3][CH2:2]2)[C:8](=[O:9])[CH2:15]1)[CH3:12]. Given the reactants [CH:1]1([C:8](Cl)=[O:9])[CH2:7][CH2:6][CH2:5][CH2:4][CH2:3][CH2:2]1.[CH2:11]([O:13][C:14]#[CH:15])[CH3:12].C(N(CC)CC)C, predict the reaction product. (3) Given the reactants [C:1]([O:5][C:6]([N:8]1[CH2:13][CH2:12][CH:11]([CH:14]2[O:23][C:17]3=[CH:18][N:19]=[C:20](Cl)[CH:21]=[C:16]3[CH2:15]2)[CH2:10][CH2:9]1)=[O:7])([CH3:4])([CH3:3])[CH3:2].CC1(C)C(C)(C)OB([C:32]2[CH:33]=[CH:34][C:35]([C:38]#[N:39])=[N:36][CH:37]=2)O1, predict the reaction product. The product is: [C:1]([O:5][C:6]([N:8]1[CH2:13][CH2:12][CH:11]([CH:14]2[O:23][C:17]3=[CH:18][N:19]=[C:20]([C:32]4[CH:37]=[N:36][C:35]([C:38]#[N:39])=[CH:34][CH:33]=4)[CH:21]=[C:16]3[CH2:15]2)[CH2:10][CH2:9]1)=[O:7])([CH3:4])([CH3:3])[CH3:2]. (4) Given the reactants [Br:1][C:2]1[CH:7]=[C:6]2[NH:8][C:9](=[O:27])[C:10]3([CH:15]([C:16]4[CH:21]=[CH:20][CH:19]=[C:18]([Cl:22])[CH:17]=4)[CH2:14][C:13](=[O:23])[NH:12][CH:11]3[C:24]([CH3:26])=[CH2:25])[C:5]2=[CH:4][CH:3]=1.[CH3:28][O:29][CH:30]([Si:32]([CH3:35])([CH3:34])[CH3:33])[CH3:31].Br[CH2:37][C:38]([NH2:40])=[O:39].C([O-])([O-])=O.[Cs+].[Cs+].C(OCC)(=O)C, predict the reaction product. The product is: [NH2:40][C:38]([CH2:37][N:12]1[C:13](=[O:23])[CH2:14][CH:15]([C:16]2[CH:21]=[CH:20][CH:19]=[C:18]([Cl:22])[CH:17]=2)[C:10]2([C:5]3[C:6](=[CH:7][C:2]([Br:1])=[CH:3][CH:4]=3)[NH:8][C:9]2=[O:27])[CH:11]1[C:24]([CH3:26])=[CH2:25])=[O:39].[CH3:28][O:29][CH:30]([Si:32]([CH3:35])([CH3:34])[CH3:33])[CH3:31]. (5) Given the reactants C[O:2][C:3](=[O:28])[CH2:4][N:5]1[C:9]2[CH:10]=[C:11]([F:14])[CH:12]=[CH:13][C:8]=2[N:7]=[C:6]1[S:15][CH2:16][C:17]1[CH:22]=[C:21]([C:23](=[O:25])[CH3:24])[CH:20]=[CH:19][C:18]=1[O:26][CH3:27].[OH-].[Li+], predict the reaction product. The product is: [C:23]([C:21]1[CH:20]=[CH:19][C:18]([O:26][CH3:27])=[C:17]([CH:22]=1)[CH2:16][S:15][C:6]1[N:5]([CH2:4][C:3]([OH:28])=[O:2])[C:9]2[CH:10]=[C:11]([F:14])[CH:12]=[CH:13][C:8]=2[N:7]=1)(=[O:25])[CH3:24]. (6) Given the reactants Br[CH2:2][C:3]([O:5][CH2:6][CH3:7])=[O:4].[CH3:8][O:9][C:10]1[CH:15]=[C:14]([O:16][CH3:17])[CH:13]=[CH:12][C:11]=1[NH:18][C:19](=[O:37])[N:20]([CH2:30][CH2:31][CH2:32][CH2:33][CH2:34][CH2:35][CH3:36])[CH2:21][CH2:22][C:23]1[CH:28]=[CH:27][CH:26]=[C:25]([OH:29])[CH:24]=1.C(=O)([O-])[O-].[K+].[K+].CN(C)C=O, predict the reaction product. The product is: [CH2:6]([O:5][C:3](=[O:4])[CH2:2][O:29][C:25]1[CH:26]=[CH:27][CH:28]=[C:23]([CH2:22][CH2:21][N:20]([CH2:30][CH2:31][CH2:32][CH2:33][CH2:34][CH2:35][CH3:36])[C:19]([NH:18][C:11]2[CH:12]=[CH:13][C:14]([O:16][CH3:17])=[CH:15][C:10]=2[O:9][CH3:8])=[O:37])[CH:24]=1)[CH3:7]. (7) Given the reactants Cl[C:2]1[N:7]=[N:6][C:5]([C:8]2[N:15]3[C:11]([O:12][CH:13]=[CH:14]3)=[N:10][C:9]=2[C:16]2[CH:21]=[CH:20][C:19]([F:22])=[CH:18][C:17]=2[F:23])=[CH:4][CH:3]=1.C(O)CC.O.[NH2:29][NH2:30], predict the reaction product. The product is: [F:23][C:17]1[CH:18]=[C:19]([F:22])[CH:20]=[CH:21][C:16]=1[C:9]1[N:10]=[C:11]2[N:15]([C:8]=1[C:5]1[N:6]=[N:7][C:2]([NH:29][NH2:30])=[CH:3][CH:4]=1)[CH:14]=[CH:13][O:12]2.